From a dataset of Forward reaction prediction with 1.9M reactions from USPTO patents (1976-2016). Predict the product of the given reaction. (1) Given the reactants [CH3:1][C:2]1[NH:6][C:5]2[CH:7]=[C:8]([O:12][CH2:13][C:14]3[CH:23]=[CH:22][CH:21]=[CH:20][C:15]=3[C:16]([O:18][CH3:19])=[O:17])[CH:9]=[C:10]([CH3:11])[C:4]=2[N:3]=1.CS(O[CH2:29][C:30]1[C:31]([Cl:42])=[N:32][C:33]([C:36]2[CH:41]=[CH:40][CH:39]=[CH:38][CH:37]=2)=[CH:34][CH:35]=1)(=O)=O, predict the reaction product. The product is: [Cl:42][C:31]1[C:30]([CH2:29][N:6]2[C:5]3[CH:7]=[C:8]([O:12][CH2:13][C:14]4[CH:23]=[CH:22][CH:21]=[CH:20][C:15]=4[C:16]([O:18][CH3:19])=[O:17])[CH:9]=[C:10]([CH3:11])[C:4]=3[N:3]=[C:2]2[CH3:1])=[CH:35][CH:34]=[C:33]([C:36]2[CH:37]=[CH:38][CH:39]=[CH:40][CH:41]=2)[N:32]=1. (2) The product is: [F:36][C:37]([F:42])([F:41])[C:38]([OH:40])=[O:39].[CH2:1]([O:5][C:6]1[CH:11]=[C:10](/[CH:12]=[C:13](\[CH3:19])/[C:14]([O:16][CH2:17][CH3:18])=[O:15])[CH:9]=[CH:8][C:7]=1[C:20]1[CH:25]=[CH:24][CH:23]=[C:22]([CH2:26][NH:27][CH3:28])[CH:21]=1)[CH2:2][CH2:3][CH3:4]. Given the reactants [CH2:1]([O:5][C:6]1[CH:11]=[C:10](/[CH:12]=[C:13](\[CH3:19])/[C:14]([O:16][CH2:17][CH3:18])=[O:15])[CH:9]=[CH:8][C:7]=1[C:20]1[CH:25]=[CH:24][CH:23]=[C:22]([CH2:26][NH:27][CH2:28]C(OC(C)(C)C)=O)[CH:21]=1)[CH2:2][CH2:3][CH3:4].[F:36][C:37]([F:42])([F:41])[C:38]([OH:40])=[O:39], predict the reaction product.